The task is: Predict the product of the given reaction.. This data is from Forward reaction prediction with 1.9M reactions from USPTO patents (1976-2016). (1) The product is: [CH3:24][C:21]1[CH:22]=[CH:23][C:18]([O:17][C:11]2[C:10]3[C:15](=[CH:16][C:7]([O:6][CH2:5][CH2:4][CH2:3][CH2:2][N:14]4[CH2:15][CH2:10][CH2:11][CH2:12][CH:13]4[CH:41]4[CH2:42][CH2:43][NH:44][CH2:45][CH2:46]4)=[C:8]([O:33][CH3:34])[CH:9]=3)[N:14]=[CH:13][CH:12]=2)=[C:19]([C:25]([C:27]2[CH:28]=[CH:29][CH:30]=[CH:31][CH:32]=2)=[O:26])[CH:20]=1. Given the reactants Cl[CH2:2][CH2:3][CH2:4][CH2:5][O:6][C:7]1[CH:16]=[C:15]2[C:10]([C:11]([O:17][C:18]3[CH:23]=[CH:22][C:21]([CH3:24])=[CH:20][C:19]=3[C:25]([C:27]3[CH:32]=[CH:31][CH:30]=[CH:29][CH:28]=3)=[O:26])=[CH:12][CH:13]=[N:14]2)=[CH:9][C:8]=1[O:33][CH3:34].[N:44]1([CH:41]2[CH2:46][CH2:45][NH:44][CH2:43][CH2:42]2)[CH2:45][CH2:46][CH2:41][CH2:42][CH2:43]1.C(=O)([O-])[O-].[K+].[K+].O, predict the reaction product. (2) Given the reactants Cl[C:2]1[S:3][CH:4]=[C:5]([C:7]2[CH:12]=[CH:11][C:10]([N+:13]([O-:15])=[O:14])=[CH:9][CH:8]=2)[N:6]=1.[C:16]([O-:19])([O-])=O.[K+].[K+].CN(C(ON1N=[N:37][C:32]2[CH:33]=[CH:34][CH:35]=[CH:36][C:31]1=2)=[N+](C)C)C.F[P-](F)(F)(F)(F)F.[CH3:46][O:47][C:48]1[CH:49]=[CH:50][C:51]([C:54]2([CH2:60][NH2:61])[CH2:59][CH2:58][CH2:57][CH2:56][CH2:55]2)=[N:52][CH:53]=1, predict the reaction product. The product is: [NH:37]1[C:32]2[C:31](=[CH:36][CH:35]=[CH:34][CH:33]=2)[C:8]([CH2:7][C@:5]([CH3:4])([NH:6][C:2]2[S:3][CH:4]=[C:5]([C:7]3[CH:12]=[CH:11][C:10]([N+:13]([O-:15])=[O:14])=[CH:9][CH:8]=3)[N:6]=2)[C:16]([NH:61][CH2:60][C:54]2([C:51]3[CH:50]=[CH:49][C:48]([O:47][CH3:46])=[CH:53][N:52]=3)[CH2:59][CH2:58][CH2:57][CH2:56][CH2:55]2)=[O:19])=[CH:9]1. (3) Given the reactants [NH2:1][C:2]1[N:7]([CH2:8][CH2:9][CH2:10][CH2:11][CH3:12])[C:6](=[O:13])[NH:5][C:4](=[O:14])[CH:3]=1.C(O)(=O)C.[N:19]([O-])=[O:20].[Na+], predict the reaction product. The product is: [NH2:1][C:2]1[N:7]([CH2:8][CH2:9][CH2:10][CH2:11][CH3:12])[C:6](=[O:13])[NH:5][C:4](=[O:14])[C:3]=1[N:19]=[O:20]. (4) Given the reactants [N+:1]([C:4]1[CH:5]=[CH:6][C:7]2[O:12][CH2:11][CH2:10][NH:9][C:8]=2[CH:13]=1)([O-:3])=[O:2].[Br:14][C:15]1[CH:16]=[C:17]([CH:21]=[C:22]([Br:25])[C:23]=1[OH:24])[C:18](Cl)=[O:19], predict the reaction product. The product is: [Br:14][C:15]1[CH:16]=[C:17]([C:18]([N:9]2[C:8]3[CH:13]=[C:4]([N+:1]([O-:3])=[O:2])[CH:5]=[CH:6][C:7]=3[O:12][CH2:11][CH2:10]2)=[O:19])[CH:21]=[C:22]([Br:25])[C:23]=1[OH:24]. (5) Given the reactants [Br:1][C:2]1[CH:7]=[CH:6][C:5]([N:8]2[CH:12]=[C:11]([CH2:13][CH2:14][C:15](Cl)=[O:16])[C:10]([C:18]3[CH:23]=[CH:22][C:21]([Cl:24])=[CH:20][CH:19]=3)=[N:9]2)=[CH:4][CH:3]=1.BrC1C=CC(N2C=C(CCC(O)=O)C(C3C=CC(Cl)=CC=3)=N2)=CC=1.C(Cl)(=O)C(Cl)=O.[C:55]([NH-:57])#[N:56].[Na+], predict the reaction product. The product is: [Br:1][C:2]1[CH:7]=[CH:6][C:5]([N:8]2[CH:12]=[C:11]([CH2:13][CH2:14][C:15]([NH:57][C:55]#[N:56])=[O:16])[C:10]([C:18]3[CH:23]=[CH:22][C:21]([Cl:24])=[CH:20][CH:19]=3)=[N:9]2)=[CH:4][CH:3]=1. (6) Given the reactants [CH3:1][O:2][C:3]1[CH:4]=[C:5]([CH:9]2[CH2:14][CH2:13][CH2:12][NH:11][CH2:10]2)[CH:6]=[CH:7][CH:8]=1.[F:15][C:16]([F:21])([F:20])[CH:17]1[CH2:19][O:18]1, predict the reaction product. The product is: [F:15][C:16]([F:21])([F:20])[CH:17]([OH:18])[CH2:19][N:11]1[CH2:12][CH2:13][CH2:14][CH:9]([C:5]2[CH:6]=[CH:7][CH:8]=[C:3]([O:2][CH3:1])[CH:4]=2)[CH2:10]1.